From a dataset of Reaction yield outcomes from USPTO patents with 853,638 reactions. Predict the reaction yield, written as a fraction of the theoretical maximum amount of product (1.0 means a 100% yield; for example, 0.34 means a 34% yield). (1) The reactants are [NH2:1][C:2]1[C:10]2[C:5](=[CH:6][N:7]=[CH:8][CH:9]=2)[S:4][C:3]=1[C:11]([O:13][CH2:14][CH3:15])=[O:12].Br[C:17]1[CH:22]=[CH:21][C:20]([Cl:23])=[C:19]([O:24][CH3:25])[CH:18]=1.C([O-])([O-])=O.[Cs+].[Cs+]. The catalyst is C1(C)C=CC=CC=1.C1C=CC(/C=C/C(/C=C/C2C=CC=CC=2)=O)=CC=1.C1C=CC(/C=C/C(/C=C/C2C=CC=CC=2)=O)=CC=1.C1C=CC(/C=C/C(/C=C/C2C=CC=CC=2)=O)=CC=1.[Pd].[Pd].CC(C1C=C(C(C)C)C(C2C=CC=CC=2P(C2CCCCC2)C2CCCCC2)=C(C(C)C)C=1)C. The product is [Cl:23][C:20]1[CH:21]=[CH:22][C:17]([NH:1][C:2]2[C:10]3[C:5](=[CH:6][N:7]=[CH:8][CH:9]=3)[S:4][C:3]=2[C:11]([O:13][CH2:14][CH3:15])=[O:12])=[CH:18][C:19]=1[O:24][CH3:25]. The yield is 0.560. (2) The reactants are [ClH:1].[OH:2][C:3]1[CH:4]=[C:5]([CH:31]=[C:32]([F:34])[CH:33]=1)[CH2:6][C@H:7]([NH:27][C:28](=[O:30])[CH3:29])[C@H:8]([OH:26])[CH2:9][NH:10][C:11]1([C:17]2[CH:22]=[CH:21][CH:20]=[C:19]([CH:23]([CH3:25])[CH3:24])[CH:18]=2)[CH2:16][CH2:15][CH2:14][CH2:13][CH2:12]1.Br[CH2:36][CH2:37][O:38][CH2:39][CH2:40][O:41][CH3:42]. No catalyst specified. The product is [ClH:1].[CH3:42][O:41][CH2:40][CH2:39][O:38][CH2:37][CH2:36][O:2][C:3]1[CH:4]=[C:5]([CH:31]=[C:32]([F:34])[CH:33]=1)[CH2:6][C@H:7]([NH:27][C:28](=[O:30])[CH3:29])[C@H:8]([OH:26])[CH2:9][NH:10][C:11]1([C:17]2[CH:22]=[CH:21][CH:20]=[C:19]([CH:23]([CH3:25])[CH3:24])[CH:18]=2)[CH2:16][CH2:15][CH2:14][CH2:13][CH2:12]1. The yield is 0.520. (3) The reactants are [F:1][C:2]1[C:3]([N+:16]([O-])=O)=[CH:4][C:5]([N+:13]([O-])=O)=[C:6](/[CH:8]=[CH:9]/N(C)C)[CH:7]=1. The catalyst is [Ni].CCO. The product is [F:1][C:2]1[CH:7]=[C:6]2[C:5](=[CH:4][C:3]=1[NH2:16])[NH:13][CH:9]=[CH:8]2. The yield is 0.160. (4) The reactants are [F:1][C:2]([F:11])([F:10])[C:3]1[CH:9]=[CH:8][C:6]([NH2:7])=[CH:5][CH:4]=1.C(N(CC)CC)C.[C:19]([C:23]1[CH:27]=[C:26]([C:28](Cl)=[O:29])[N:25]([CH3:31])[N:24]=1)([CH3:22])([CH3:21])[CH3:20]. The catalyst is ClCCl. The product is [F:1][C:2]([F:10])([F:11])[C:3]1[CH:9]=[CH:8][C:6]([NH:7][C:28]([C:26]2[N:25]([CH3:31])[N:24]=[C:23]([C:19]([CH3:21])([CH3:20])[CH3:22])[CH:27]=2)=[O:29])=[CH:5][CH:4]=1. The yield is 0.520. (5) The reactants are [Br:1][C:2]1[CH:3]=[C:4]([C:9]#[N:10])[C:5](Cl)=[N:6][CH:7]=1.C([O-])([O-])=O.[Cs+].[Cs+].[C:17]([O:21][CH2:22][CH3:23])(=[O:20])[CH2:18][OH:19].CN1C(=O)CCC1. The catalyst is CCOCC.O. The product is [CH2:22]([O:21][C:17]([C:18]1[O:19][C:5]2=[N:6][CH:7]=[C:2]([Br:1])[CH:3]=[C:4]2[C:9]=1[NH2:10])=[O:20])[CH3:23]. The yield is 0.270. (6) The reactants are [C:1]([O:5][C:6]([NH:8][C@@H:9]1[C:23](=[O:24])[N:22]2[CH2:25][C@@H:26]([OH:28])[CH2:27][C@H:21]2[C:20](=[O:29])[NH:19][C@:18]2([C:31]([O:33][CH2:34][CH3:35])=[O:32])[CH2:30][C@H:17]2[CH:16]=[CH:15][CH2:14][CH2:13][CH2:12][CH2:11][CH2:10]1)=[O:7])([CH3:4])([CH3:3])[CH3:2].C1N2CCN(CC2)C1.[Br:44][C:45]1[CH:50]=[CH:49][C:48]([S:51](Cl)(=[O:53])=[O:52])=[CH:47][CH:46]=1. The catalyst is C1(C)C=CC=CC=1. The product is [Br:44][C:45]1[CH:50]=[CH:49][C:48]([S:51]([O:28][C@@H:26]2[CH2:25][N:22]3[C:23](=[O:24])[C@@H:9]([NH:8][C:6]([O:5][C:1]([CH3:4])([CH3:3])[CH3:2])=[O:7])[CH2:10][CH2:11][CH2:12][CH2:13][CH2:14][CH:15]=[CH:16][C@@H:17]4[CH2:30][C@@:18]4([C:31]([O:33][CH2:34][CH3:35])=[O:32])[NH:19][C:20](=[O:29])[C@@H:21]3[CH2:27]2)(=[O:53])=[O:52])=[CH:47][CH:46]=1. The yield is 0.870. (7) The reactants are [CH3:1][C:2]([Si:5]([CH3:26])([CH3:25])[O:6][CH2:7][C:8]1[CH:13]=[C:12]([O:14][CH3:15])[N:11]=[C:10](/[CH:16]=[CH:17]/[C:18]([O:20][CH2:21][CH2:22][CH2:23][CH3:24])=[O:19])[CH:9]=1)([CH3:4])[CH3:3]. The catalyst is [Pd].CO. The product is [CH3:3][C:2]([Si:5]([CH3:25])([CH3:26])[O:6][CH2:7][C:8]1[CH:13]=[C:12]([O:14][CH3:15])[N:11]=[C:10]([CH2:16][CH2:17][C:18]([O:20][CH2:21][CH2:22][CH2:23][CH3:24])=[O:19])[CH:9]=1)([CH3:1])[CH3:4]. The yield is 0.980. (8) The reactants are [F:1][C:2]1[CH:20]=[C:19]([F:21])[CH:18]=[CH:17][C:3]=1[O:4][C:5]1[C:14]([O:15][CH3:16])=[CH:13][CH:12]=[C:11]2[C:6]=1[CH:7]=[CH:8][CH:9]=[N:10]2.N.C(O)(=[O:25])C. No catalyst specified. The product is [F:1][C:2]1[CH:20]=[C:19]([F:21])[CH:18]=[CH:17][C:3]=1[O:4][C:5]1[C:14]([O:15][CH3:16])=[CH:13][CH:12]=[C:11]2[C:6]=1[CH:7]=[CH:8][CH:9]=[N+:10]2[O-:25]. The yield is 0.680. (9) The reactants are [NH2:1][C:2]1[C:7]([S:8](Cl)(=[O:10])=[O:9])=[CH:6][C:5]([C:12]2[CH:13]=[C:14]3[C:19](=[CH:20][CH:21]=2)[N:18]=[CH:17][CH:16]=[C:15]3[C:22]2[CH:27]=[CH:26][N:25]=[CH:24][CH:23]=2)=[CH:4][N:3]=1.O1CCOCC1.[NH:34]1[CH2:39][CH2:38][CH2:37][CH2:36][CH2:35]1.N1C=CC=CC=1. The catalyst is ClS(O)(=O)=O. The product is [N:34]1([S:8]([C:7]2[C:2]([NH2:1])=[N:3][CH:4]=[C:5]([C:12]3[CH:13]=[C:14]4[C:19](=[CH:20][CH:21]=3)[N:18]=[CH:17][CH:16]=[C:15]4[C:22]3[CH:27]=[CH:26][N:25]=[CH:24][CH:23]=3)[CH:6]=2)(=[O:10])=[O:9])[CH2:39][CH2:38][CH2:37][CH2:36][CH2:35]1. The yield is 0.660. (10) The reactants are [NH2:1][C:2]1[CH:7]=[CH:6][CH:5]=[CH:4][C:3]=1[C:8]1[NH:9][C:10]2[C:15]([CH:16]=1)=[CH:14][CH:13]=[CH:12][CH:11]=2.[OH:17][C:18]1[CH:28]=[CH:27][C:21]([O:22][CH2:23][C:24](O)=[O:25])=[CH:20][CH:19]=1. No catalyst specified. The product is [OH:17][C:18]1[CH:19]=[CH:20][C:21]([O:22][CH2:23][C:24]([NH:1][C:2]2[CH:7]=[CH:6][CH:5]=[CH:4][C:3]=2[C:8]2[NH:9][C:10]3[C:15]([CH:16]=2)=[CH:14][CH:13]=[CH:12][CH:11]=3)=[O:25])=[CH:27][CH:28]=1. The yield is 0.300.